This data is from Full USPTO retrosynthesis dataset with 1.9M reactions from patents (1976-2016). The task is: Predict the reactants needed to synthesize the given product. (1) Given the product [F:34][C:31]1[CH:30]=[CH:29][C:28]([N:27]2[CH:24]([C:10]3[CH:11]=[CH:12][C:13]([CH2:15][OH:16])=[CH:14][C:9]=3[OH:8])[CH:25]([CH2:36][CH2:37][CH:38]([C:39]3[CH:40]=[CH:41][C:42]([F:45])=[CH:43][CH:44]=3)[OH:46])[C:26]2=[O:35])=[CH:33][CH:32]=1, predict the reactants needed to synthesize it. The reactants are: C([O:8][C:9]1[CH:14]=[C:13]([CH2:15][O:16]CC2C=CC=CC=2)[CH:12]=[CH:11][C:10]=1[CH:24]1[N:27]([C:28]2[CH:33]=[CH:32][C:31]([F:34])=[CH:30][CH:29]=2)[C:26](=[O:35])[CH:25]1[CH2:36][CH2:37][CH:38]([O:46][Si](C(C)(C)C)(C)C)[C:39]1[CH:44]=[CH:43][C:42]([F:45])=[CH:41][CH:40]=1)C1C=CC=CC=1.[H][H]. (2) The reactants are: [I:1][C:2]1[C:6]2[CH:7]=[N:8][CH:9]=[CH:10][C:5]=2[NH:4][CH:3]=1.C(=O)([O-])[O-].[Cs+].[Cs+].I[CH:18]([CH3:20])[CH3:19].O. Given the product [I:1][C:2]1[C:6]2[CH:7]=[N:8][CH:9]=[CH:10][C:5]=2[N:4]([CH:18]([CH3:20])[CH3:19])[CH:3]=1, predict the reactants needed to synthesize it. (3) Given the product [CH3:14][C:13]([CH3:16])([CH3:15])[C:12]([C:11]1[C:5]2[C:6](=[N:7][CH:8]=[C:3]([C:2]([C:18]3[CH:19]=[CH:20][N:21]=[CH:22][CH:23]=3)=[O:1])[N:4]=2)[NH:9][CH:10]=1)=[O:17], predict the reactants needed to synthesize it. The reactants are: [OH:1][CH:2]([C:18]1[CH:23]=[CH:22][N:21]=[CH:20][CH:19]=1)[C:3]1[N:4]=[C:5]2[C:11]([C:12](=[O:17])[C:13]([CH3:16])([CH3:15])[CH3:14])=[CH:10][NH:9][C:6]2=[N:7][CH:8]=1.CC(OI1(OC(C)=O)(OC(C)=O)OC(=O)C2C=CC=CC1=2)=O. (4) Given the product [C:1]([O:5][C:6](=[O:11])[NH:7][CH2:8][CH2:9][N:10]1[C:14](=[O:16])[CH2:13][S:12][CH2:17]1)([CH3:4])([CH3:2])[CH3:3], predict the reactants needed to synthesize it. The reactants are: [C:1]([O:5][C:6](=[O:11])[NH:7][CH2:8][CH2:9][NH2:10])([CH3:4])([CH3:3])[CH3:2].[SH:12][CH2:13][C:14]([OH:16])=O.[CH2:17]=O. (5) Given the product [Cl:1][C:2]1[CH:27]=[C:26]([Cl:28])[CH:25]=[CH:24][C:3]=1[CH2:4][NH:5][C:6]1[C:7]2[S:23][CH:22]=[CH:21][C:8]=2[N:9]=[C:10]([C:12]2[CH:17]=[CH:16][C:15]([CH2:18][CH2:19][O:20][S:30]([CH3:29])(=[O:32])=[O:31])=[CH:14][CH:13]=2)[N:11]=1, predict the reactants needed to synthesize it. The reactants are: [Cl:1][C:2]1[CH:27]=[C:26]([Cl:28])[CH:25]=[CH:24][C:3]=1[CH2:4][NH:5][C:6]1[C:7]2[S:23][CH:22]=[CH:21][C:8]=2[N:9]=[C:10]([C:12]2[CH:17]=[CH:16][C:15]([CH2:18][CH2:19][OH:20])=[CH:14][CH:13]=2)[N:11]=1.[CH3:29][S:30](Cl)(=[O:32])=[O:31].C(N(CC)CC)C.C(OCC)(=O)C. (6) Given the product [C:1]([O:5][C:6]([N:8]1[CH2:13][CH2:12][N:11]([C:14]([C:16]2[S:24][C:23]3[C:18](=[N:19][CH:20]=[CH:21][C:22]=3[NH:36][C:32]3[CH:33]=[C:34]4[C:29](=[CH:30][CH:31]=3)[NH:28][C:27]([CH3:26])=[CH:35]4)[CH:17]=2)=[O:15])[CH2:10][CH2:9]1)=[O:7])([CH3:4])([CH3:3])[CH3:2], predict the reactants needed to synthesize it. The reactants are: [C:1]([O:5][C:6]([N:8]1[CH2:13][CH2:12][N:11]([C:14]([C:16]2[S:24][C:23]3[C:18](=[N:19][CH:20]=[CH:21][C:22]=3Cl)[CH:17]=2)=[O:15])[CH2:10][CH2:9]1)=[O:7])([CH3:4])([CH3:3])[CH3:2].[CH3:26][C:27]1[NH:28][C:29]2[C:34]([CH:35]=1)=[CH:33][C:32]([NH2:36])=[CH:31][CH:30]=2. (7) Given the product [CH3:1][C:2]1[N:3]([CH2:31][C:32]([O:34][CH2:35][CH3:36])=[O:33])[C:4]2[CH2:5][C:6]([CH3:29])([CH3:28])[CH2:7][C:8](=[O:27])[C:9]=2[C:10]=1[CH2:11][C:12]1[C:13]([S:18]([C:21]2[CH:26]=[CH:25][CH:24]=[CH:23][CH:22]=2)(=[O:20])=[O:19])=[N:14][CH:15]=[CH:16][CH:17]=1, predict the reactants needed to synthesize it. The reactants are: [CH3:1][C:2]1[NH:3][C:4]2[CH2:5][C:6]([CH3:29])([CH3:28])[CH2:7][C:8](=[O:27])[C:9]=2[C:10]=1[CH2:11][C:12]1[C:13]([S:18]([C:21]2[CH:26]=[CH:25][CH:24]=[CH:23][CH:22]=2)(=[O:20])=[O:19])=[N:14][CH:15]=[CH:16][CH:17]=1.Br[CH2:31][C:32]([O:34][CH2:35][CH3:36])=[O:33].C(=O)([O-])[O-].[K+].[K+].[I-].[K+]. (8) Given the product [CH3:1][C:2]1([CH3:11])[CH2:3][CH2:4][CH:5]([C:8]([O:10][CH2:17][CH3:18])=[O:9])[CH2:6][CH2:7]1, predict the reactants needed to synthesize it. The reactants are: [CH3:1][C:2]1([CH3:11])[CH2:7][CH2:6][CH:5]([C:8]([OH:10])=[O:9])[CH2:4][CH2:3]1.OS(O)(=O)=O.[CH2:17](O)[CH3:18]. (9) Given the product [CH3:1][C:2]1([CH3:14])[O:6][C:5](=[O:7])[N:4]([C:16]2[CH:25]=[CH:24][C:19]([C:20]([O:22][CH3:23])=[O:21])=[C:18]([CH3:26])[CH:17]=2)[C@H:3]1[C:8]1[CH:9]=[CH:10][CH:11]=[CH:12][CH:13]=1, predict the reactants needed to synthesize it. The reactants are: [CH3:1][C:2]1([CH3:14])[O:6][C:5](=[O:7])[NH:4][C@H:3]1[C:8]1[CH:13]=[CH:12][CH:11]=[CH:10][CH:9]=1.Br[C:16]1[CH:25]=[CH:24][C:19]([C:20]([O:22][CH3:23])=[O:21])=[C:18]([CH3:26])[CH:17]=1.P([O-])([O-])([O-])=O.[K+].[K+].[K+].CNCCNC. (10) The reactants are: Cl.[NH2:2][CH:3]1[CH2:7][CH:6]([CH2:8][OH:9])[CH:5]=[CH:4]1.[OH-].[Na+].[C:12]([O:16][C:17](F)=[O:18])([CH3:15])([CH3:14])[CH3:13].Cl. Given the product [C:17]([C:3]1([NH2:2])[CH2:7][CH:6]([CH2:8][OH:9])[CH:5]=[CH:4]1)([O:16][C:12]([CH3:15])([CH3:14])[CH3:13])=[O:18], predict the reactants needed to synthesize it.